From a dataset of Experimentally validated miRNA-target interactions with 360,000+ pairs, plus equal number of negative samples. Binary Classification. Given a miRNA mature sequence and a target amino acid sequence, predict their likelihood of interaction. (1) Result: 0 (no interaction). The protein sequence of the target gene is MSKLGKFFKGGGSSKSRAAPSPQEALVRLRETEEMLGKKQEYLENRIQREIALAKKHGTQNKRAALQALKRKKRFEKQLTQIDGTLSTIEFQREALENSHTNTEVLRNMGFAAKAMKSVHENMDLNKIDDLMQEITEQQDIAQEISEAFSQRVGFGDDFDEDELMAELEELEQEELNKKMTNIRLPNVPSSSLPAQPNRKPGMSSTARRSRAASSQRAEEEDDDIKQLAAWAT. The miRNA is hsa-miR-409-5p with sequence AGGUUACCCGAGCAACUUUGCAU. (2) The miRNA is hsa-miR-520g-3p with sequence ACAAAGUGCUUCCCUUUAGAGUGU. The protein sequence of the target gene is MKYKNLMARALYDNVPECAEELAFRKGDILTVIEQNTGGLEGWWLCSLHGRQGIVPGNRVKLLIGPMQETASSHEQPASGLMQQTFGQQKLYQVPNPQAAPRDTIYQVPPSYQNQGIYQVPTGHGTQEQEVYQVPPSVQRSIGGTSGPHVGKKVITPVRTGHGYVYEYPSRYQKDVYDIPPSHTTQGVYDIPPSSAKGPVFSVPVGEIKPQGVYDIPPTKGVYAIPPSACRDEAGLREKDYDFPPPMRQAGRPDLRPEGVYDIPPTCTKPAGKDLHVKYNCDIPGAAEPVARRHQSLSPN.... Result: 1 (interaction). (3) The miRNA is hsa-miR-3138 with sequence UGUGGACAGUGAGGUAGAGGGAGU. The protein sequence of the target gene is MGEAEVGGGGAAGDKGPGEAATSPAEETVVWSPEVEVCLFHAMLGHKPVGVNRHFHMICIRDKFSQNIGRQVPSKVIWDHLSTMYDMQALHESEILPFPNPERNFVLPEEIIQEVREGKVMIEEEMKEEMKEDVDPHNGADDVFSSSGSLGKASEKSSKDKEKNSSDLGCKEGADKRKRSRVTDKVLTANSNPSSPSAAKRRRT. Result: 0 (no interaction). (4) The miRNA is mmu-miR-883a-5p with sequence UGCUGAGAGAAGUAGCAGUUAC. The protein sequence of the target gene is MATSVLCCLRCCRDGGTGHIPLKEMPAVQLDTQHMGTDVVIVKNGRRICGTGGCLASAPLHQNKSYFEFKIQSTGIWGIGVATQKVNLNQIPLGRDMHSLVMRNDGALYHNNEEKNRLPANSLPQEGDVVGITYDHVELNVYLNGKNMHCPASGIRGTVYPVVYVDDSAILDCQFSEFYHTPPPGFEKILFEQQIF. Result: 0 (no interaction). (5) The miRNA is hsa-miR-15a-5p with sequence UAGCAGCACAUAAUGGUUUGUG. The protein sequence of the target gene is MKLGRAVLGLLLLAPSVVQAVEPISLGLALAGVLTGYIYPRLYCLFAECCGQKRSLSREALQKDLDDNLFGQHLAKKIILNAVFGFINNPKPKKPLTLSLHGWTGTGKNFVSKIIAENIYEGGLNSDYVHLFVATLHFPHASNITLYKDQLQLWIRGNVSACARSIFIFDEMDKMHAGLIDAIKPFLDYYDLVDGVSYQKAMFIFLSNAGAERITDVALDFWRSGKQREDIKLKDIEHALSVSVFNNKNSGFWHSSLIDRNLIDYFVPFLPLEYKHLKMCIRVEMQSRGYEIDEDIVSRV.... Result: 0 (no interaction). (6) The miRNA is dme-miR-276a-3p with sequence UAGGAACUUCAUACCGUGCUCU. The protein sequence of the target gene is MAVAGAAYREPLVHWCTQQLQKTFALDVSEEIIQYVLSIENAEEIREYVTDLLQGNEGKKGQFIEDLITKWQKNDQEFISDSFQQCLRKDEILDGQRSVDQLKRSRRKGRNKQEVPAFPEPDVAVEVKTPLDLAKAQESNNSVKKKTRFVNLYTREGQDKLAVLLPGRHPCDCLGQKHKLINNCLVCGRIVCEQEGSGPCLFCGSLVCTNEEQDILQRDSNKSQKLLKKLMSGAETSGKVDVSTKDLLPHQESRMKSGLEKAIKHKEKLLEFDRTSIRRTQVIDDESDYFASDSNQWLSK.... Result: 0 (no interaction).